Dataset: Forward reaction prediction with 1.9M reactions from USPTO patents (1976-2016). Task: Predict the product of the given reaction. (1) Given the reactants Cl.[F:2][C:3]([F:29])([F:28])[C:4]1[CH:5]=[C:6]([CH:21]=[C:22]([C:24]([F:27])([F:26])[F:25])[CH:23]=1)[CH2:7][O:8][C@H:9]1[CH2:14][CH2:13][NH:12][CH2:11][C@H:10]1[C:15]1[CH:20]=[CH:19][CH:18]=[CH:17][CH:16]=1.CCN(CC)CC.[CH3:37][N:38]=[C:39]=[S:40].O, predict the reaction product. The product is: [F:29][C:3]([F:2])([F:28])[C:4]1[CH:5]=[C:6]([CH:21]=[C:22]([C:24]([F:27])([F:25])[F:26])[CH:23]=1)[CH2:7][O:8][C@H:9]1[CH2:14][CH2:13][N:12]([C:39](=[S:40])[NH:38][CH3:37])[CH2:11][C@H:10]1[C:15]1[CH:16]=[CH:17][CH:18]=[CH:19][CH:20]=1. (2) Given the reactants Cl[CH2:2][C:3]1[CH:8]=[CH:7][C:6]([C:9]2[C:10]([NH:15][S:16]([C:19]3[CH:24]=[CH:23][CH:22]=[CH:21][C:20]=3[C:25]([F:28])([F:27])[F:26])(=[O:18])=[O:17])=[N:11][CH:12]=[CH:13][N:14]=2)=[CH:5][CH:4]=1.[C:29]1([OH:35])[CH:34]=[CH:33][CH:32]=[CH:31][CH:30]=1, predict the reaction product. The product is: [O:35]([CH2:2][C:3]1[CH:8]=[CH:7][C:6]([C:9]2[C:10]([NH:15][S:16]([C:19]3[CH:24]=[CH:23][CH:22]=[CH:21][C:20]=3[C:25]([F:28])([F:27])[F:26])(=[O:18])=[O:17])=[N:11][CH:12]=[CH:13][N:14]=2)=[CH:5][CH:4]=1)[C:29]1[CH:34]=[CH:33][CH:32]=[CH:31][CH:30]=1. (3) Given the reactants C([O:3][C:4]([C@H:6]1[C@@H:11]([N:12]([CH2:33][CH2:34][CH:35]2[CH2:37][CH2:36]2)[C:13](=[O:32])[CH2:14][C:15]2[NH:20][C:19]3[CH:21]=[CH:22][C:23]([NH:25][S:26]([CH3:29])(=[O:28])=[O:27])=[CH:24][C:18]=3[S:17](=[O:31])(=[O:30])[N:16]=2)[C@H:10]2[CH2:38][C@@H:7]1[CH2:8][CH2:9]2)=O)C.[O-]CC.[Na+].Cl, predict the reaction product. The product is: [CH:35]1([CH2:34][CH2:33][N:12]2[C:13](=[O:32])[C:14]([C:15]3[NH:20][C:19]4[CH:21]=[CH:22][C:23]([NH:25][S:26]([CH3:29])(=[O:27])=[O:28])=[CH:24][C:18]=4[S:17](=[O:30])(=[O:31])[N:16]=3)=[C:4]([OH:3])[C@H:6]3[C@@H:11]2[C@H:10]2[CH2:38][C@@H:7]3[CH2:8][CH2:9]2)[CH2:36][CH2:37]1. (4) The product is: [Cl:6][C:7]1[CH:8]=[C:9]([N+:17]([O-:19])=[O:18])[C:10]([CH3:16])=[C:11]([CH:15]=1)[C:12]([OH:14])=[O:13]. Given the reactants OS(O)(=O)=O.[Cl:6][C:7]1[CH:8]=[CH:9][C:10]([CH3:16])=[C:11]([CH:15]=1)[C:12]([OH:14])=[O:13].[N+:17]([O-])([OH:19])=[O:18], predict the reaction product. (5) Given the reactants [C:1]1(B(O)O)[CH:6]=[CH:5][CH:4]=[CH:3][CH:2]=1.Cl[C:11]1[CH:16]=[C:15]([CH2:17][CH3:18])[C:14](I)=[CH:13][N:12]=1.[O-]P([O-])([O-])=O.[K+].[K+].[K+].[C:28]1(C)[CH:33]=[CH:32][CH:31]=[CH:30][CH:29]=1, predict the reaction product. The product is: [C:1]1([C:11]2[CH:16]=[C:15]([CH2:17][CH3:18])[C:14]([C:28]3[CH:33]=[CH:32][CH:31]=[CH:30][CH:29]=3)=[CH:13][N:12]=2)[CH:6]=[CH:5][CH:4]=[CH:3][CH:2]=1.